This data is from CYP3A4 inhibition data for predicting drug metabolism from PubChem BioAssay. The task is: Regression/Classification. Given a drug SMILES string, predict its absorption, distribution, metabolism, or excretion properties. Task type varies by dataset: regression for continuous measurements (e.g., permeability, clearance, half-life) or binary classification for categorical outcomes (e.g., BBB penetration, CYP inhibition). Dataset: cyp3a4_veith. (1) The molecule is Cc1onc(-c2ccccc2Cl)c1C(=O)N[C@H]1C(=O)N2[C@H]1SC(C)(C)[C@H]2C(=O)[O-].[Na+]. The result is 0 (non-inhibitor). (2) The result is 0 (non-inhibitor). The molecule is Cc1cc(=O)oc2cc(NC(=O)CCC(=O)O)ccc12. (3) The drug is Cc1c(Br)cc(C(=O)NC2CCCCC2)c(C)c1C. The result is 0 (non-inhibitor).